This data is from Cav3 T-type calcium channel HTS with 100,875 compounds. The task is: Binary Classification. Given a drug SMILES string, predict its activity (active/inactive) in a high-throughput screening assay against a specified biological target. The drug is O=c1c(cc2c(cc1C)cccc2)C. The result is 0 (inactive).